Dataset: Forward reaction prediction with 1.9M reactions from USPTO patents (1976-2016). Task: Predict the product of the given reaction. (1) Given the reactants Br[C:2]1C=C(N[C@@H]2CCCN(C(OC(C)(C)C)=O)C2)C(OC)=N[CH:7]=1.ClC[C:26]([N:28]1[CH2:33]CC[C@@H:30]([NH:34][C:35]2[C:40](=[O:41])[NH:39][CH:38]=[C:37]([C:42]3[CH:47]=[CH:46][N:45]=[CH:44][CH:43]=3)[CH:36]=2)[CH2:29]1)=[O:27], predict the reaction product. The product is: [C:26]([N:28]1[CH2:33][CH:30]([NH:34][C:35]2[C:40](=[O:41])[NH:39][CH:38]=[C:37]([C:42]3[CH:47]=[CH:46][N:45]=[CH:44][CH:43]=3)[CH:36]=2)[CH2:29]1)(=[O:27])[CH:2]=[CH2:7]. (2) Given the reactants C(N(CC)CC)C.Cl[C:9]1[C:14]([CH:15]=O)=[C:13]([Cl:17])[N:12]=[CH:11][N:10]=1.Cl.Cl.[CH2:20]([NH:27][NH2:28])[C:21]1[CH:26]=[CH:25][CH:24]=[CH:23][CH:22]=1, predict the reaction product. The product is: [CH2:20]([N:27]1[C:9]2=[N:10][CH:11]=[N:12][C:13]([Cl:17])=[C:14]2[CH:15]=[N:28]1)[C:21]1[CH:26]=[CH:25][CH:24]=[CH:23][CH:22]=1.